Task: Regression. Given two drug SMILES strings and cell line genomic features, predict the synergy score measuring deviation from expected non-interaction effect.. Dataset: Merck oncology drug combination screen with 23,052 pairs across 39 cell lines (1) Drug 1: O=P1(N(CCCl)CCCl)NCCCO1. Drug 2: NC1(c2ccc(-c3nc4ccn5c(=O)[nH]nc5c4cc3-c3ccccc3)cc2)CCC1. Cell line: SW837. Synergy scores: synergy=1.72. (2) Drug 1: CN1C(=O)C=CC2(C)C3CCC4(C)C(NC(=O)OCC(F)(F)F)CCC4C3CCC12. Drug 2: CN(Cc1cnc2nc(N)nc(N)c2n1)c1ccc(C(=O)NC(CCC(=O)O)C(=O)O)cc1. Cell line: PA1. Synergy scores: synergy=-20.1. (3) Drug 1: Cn1nnc2c(C(N)=O)ncn2c1=O. Drug 2: C=CCn1c(=O)c2cnc(Nc3ccc(N4CCN(C)CC4)cc3)nc2n1-c1cccc(C(C)(C)O)n1. Cell line: KPL1. Synergy scores: synergy=5.76. (4) Drug 1: O=C(CCCCCCC(=O)Nc1ccccc1)NO. Drug 2: CNC(=O)c1cc(Oc2ccc(NC(=O)Nc3ccc(Cl)c(C(F)(F)F)c3)cc2)ccn1. Cell line: RPMI7951. Synergy scores: synergy=-14.3.